This data is from Full USPTO retrosynthesis dataset with 1.9M reactions from patents (1976-2016). The task is: Predict the reactants needed to synthesize the given product. (1) Given the product [C:1]1([C:22]2[CH:27]=[CH:26][CH:25]=[CH:24][CH:23]=2)[CH:6]=[CH:5][C:4]([CH2:7][C:8]([NH:10][C:11]2[N:12]=[C:13]([C:33]3[CH:32]=[CH:31][C:30]([C:29]([F:40])([F:39])[F:28])=[CH:35][CH:34]=3)[C:14]3[C:19]([CH:20]=2)=[CH:18][CH:17]=[CH:16][CH:15]=3)=[O:9])=[CH:3][CH:2]=1, predict the reactants needed to synthesize it. The reactants are: [C:1]1([C:22]2[CH:27]=[CH:26][CH:25]=[CH:24][CH:23]=2)[CH:6]=[CH:5][C:4]([CH2:7][C:8]([NH:10][C:11]2[N:12]=[C:13](Br)[C:14]3[C:19]([CH:20]=2)=[CH:18][CH:17]=[CH:16][CH:15]=3)=[O:9])=[CH:3][CH:2]=1.[F:28][C:29]([F:40])([F:39])[C:30]1[CH:31]=[C:32](B(O)O)[CH:33]=[CH:34][CH:35]=1.C([O-])([O-])=O.[Na+].[Na+]. (2) Given the product [Br:54][C:47]1[CH:48]=[C:49]([C:52]#[N:53])[CH:50]=[CH:51][C:46]=1[CH:37]([C:6]1[C:5](=[O:21])[N:4]([CH3:3])[CH2:9][CH2:8][C:7]=1[NH:10][C:11]1[CH:16]=[CH:15][CH:14]=[C:13]([C:17]([F:18])([F:19])[F:20])[CH:12]=1)[NH:38][C:39](=[O:45])[O:40][C:41]([CH3:43])([CH3:42])[CH3:44], predict the reactants needed to synthesize it. The reactants are: [H-].[Na+].[CH3:3][N:4]1[CH2:9][CH2:8][C:7]([NH:10][C:11]2[CH:16]=[CH:15][CH:14]=[C:13]([C:17]([F:20])([F:19])[F:18])[CH:12]=2)=[CH:6][C:5]1=[O:21].CC1CCCO1.C1(S([CH:37]([C:46]2[CH:51]=[CH:50][C:49]([C:52]#[N:53])=[CH:48][C:47]=2[Br:54])[NH:38][C:39](=[O:45])[O:40][C:41]([CH3:44])([CH3:43])[CH3:42])(=O)=O)C=CC=CC=1.